From a dataset of Forward reaction prediction with 1.9M reactions from USPTO patents (1976-2016). Predict the product of the given reaction. Given the reactants [NH2:1][C:2]1[CH:13]=[CH:12][C:5]([C:6]([N:8]([O:10][CH3:11])[CH3:9])=[O:7])=[CH:4][C:3]=1[Br:14].[CH3:15][C:16]([O:19][C:20](O[C:20]([O:19][C:16]([CH3:18])([CH3:17])[CH3:15])=[O:21])=[O:21])([CH3:18])[CH3:17], predict the reaction product. The product is: [Br:14][C:3]1[CH:4]=[C:5]([C:6](=[O:7])[N:8]([O:10][CH3:11])[CH3:9])[CH:12]=[CH:13][C:2]=1[NH:1][C:20](=[O:21])[O:19][C:16]([CH3:18])([CH3:17])[CH3:15].